Dataset: Forward reaction prediction with 1.9M reactions from USPTO patents (1976-2016). Task: Predict the product of the given reaction. (1) Given the reactants [CH3:1][O:2][C:3]1[CH:8]=[C:7]([O:9][CH3:10])[CH:6]=[CH:5][C:4]=1[NH:11][C:12]1[CH:20]=[CH:19][CH:18]=[C:14]([C:15]([OH:17])=O)[C:13]=1[C:21]([OH:23])=O.Cl.[NH2:25][CH:26]1[CH2:32][CH2:31][C:30](=[O:33])[NH:29][C:27]1=[O:28], predict the reaction product. The product is: [CH3:1][O:2][C:3]1[CH:8]=[C:7]([O:9][CH3:10])[CH:6]=[CH:5][C:4]=1[NH:11][C:12]1[CH:20]=[CH:19][CH:18]=[C:14]2[C:13]=1[C:21](=[O:23])[N:25]([CH:26]1[CH2:32][CH2:31][C:30](=[O:33])[NH:29][C:27]1=[O:28])[C:15]2=[O:17]. (2) Given the reactants [CH2:1]([NH:8][C:9]([C:11]1[CH:12]=[CH:13][C:14]2[N:15]([CH:17]=[CH:18][N:19]=2)[CH:16]=1)=[O:10])[C:2]1[CH:7]=[CH:6][CH:5]=[CH:4][CH:3]=1.[Cl:20][S:21](O)(=[O:23])=[O:22], predict the reaction product. The product is: [N:19]1[CH:18]=[CH:17][N:15]2[CH:16]=[C:11]([C:9]([NH:8][CH2:1][C:2]3[CH:3]=[CH:4][C:5]([S:21]([Cl:20])(=[O:23])=[O:22])=[CH:6][CH:7]=3)=[O:10])[CH:12]=[CH:13][C:14]=12. (3) The product is: [C:21]([O:20][C:18]([NH:17][CH:4]([CH2:5][CH2:6][C:7]([N:9]1[CH2:13][CH2:12][CH2:11][C@H:10]1[CH2:14][O:15][CH3:16])=[O:8])[C:3]([OH:25])=[O:2])=[O:19])([CH3:22])([CH3:24])[CH3:23]. Given the reactants C[O:2][C:3](=[O:25])[CH:4]([NH:17][C:18]([O:20][C:21]([CH3:24])([CH3:23])[CH3:22])=[O:19])[CH2:5][CH2:6][C:7]([N:9]1[CH2:13][CH2:12][CH2:11][C@H:10]1[CH2:14][O:15][CH3:16])=[O:8].[OH-].[Na+].Cl, predict the reaction product. (4) Given the reactants [F:1][C:2]([F:12])([F:11])[C:3]1[N:8]=[C:7]([CH2:9][OH:10])[CH:6]=[CH:5][CH:4]=1.[C:13]([O:17][C:18]([N:20]1[CH2:23][CH:22]([O:24][C:25]2[CH:30]=[C:29]([Cl:31])[CH:28]=[CH:27][C:26]=2O)[CH2:21]1)=[O:19])([CH3:16])([CH3:15])[CH3:14], predict the reaction product. The product is: [C:13]([O:17][C:18]([N:20]1[CH2:23][CH:22]([O:24][C:25]2[CH:30]=[C:29]([Cl:31])[CH:28]=[CH:27][C:26]=2[O:10][CH2:9][C:7]2[CH:6]=[CH:5][CH:4]=[C:3]([C:2]([F:11])([F:1])[F:12])[N:8]=2)[CH2:21]1)=[O:19])([CH3:16])([CH3:14])[CH3:15]. (5) Given the reactants [CH3:1][C:2]1[N:11]=[CH:10][C:9]2[C:4](=[CH:5][C:6]([N+:12]([O-])=O)=[CH:7][CH:8]=2)[N:3]=1.[H][H], predict the reaction product. The product is: [NH2:12][C:6]1[CH:5]=[C:4]2[C:9]([CH:10]=[N:11][C:2]([CH3:1])=[N:3]2)=[CH:8][CH:7]=1.